From a dataset of Forward reaction prediction with 1.9M reactions from USPTO patents (1976-2016). Predict the product of the given reaction. (1) Given the reactants C1COCC1.[C:6]12([C:16]3[CH:21]=[CH:20][C:19]([NH:22][C:23](=[O:29])[C:24]([O:26]CC)=[O:25])=[CH:18][CH:17]=3)[CH2:15][CH:10]3[CH2:11][CH:12]([CH2:14][CH:8]([CH2:9]3)[CH2:7]1)[CH2:13]2.[OH-].[Na+].Cl, predict the reaction product. The product is: [C:6]12([C:16]3[CH:17]=[CH:18][C:19]([NH:22][C:23](=[O:29])[C:24]([OH:26])=[O:25])=[CH:20][CH:21]=3)[CH2:7][CH:8]3[CH2:9][CH:10]([CH2:11][CH:12]([CH2:14]3)[CH2:13]1)[CH2:15]2. (2) Given the reactants [Cl:1][C:2]1[CH:7]=[CH:6][C:5]([N:8]([C:14]2[C:19]([C:20]([F:23])([F:22])[F:21])=[CH:18][C:17]([N+:24]([O-])=O)=[CH:16][C:15]=2[N+:27]([O-])=O)[C:9](=[O:13])[O:10][CH2:11][CH3:12])=[CH:4][CH:3]=1.C(=O)(O)[O-].[Na+], predict the reaction product. The product is: [Cl:1][C:2]1[CH:7]=[CH:6][C:5]([N:8]([C:14]2[C:19]([C:20]([F:23])([F:21])[F:22])=[CH:18][C:17]([NH2:24])=[CH:16][C:15]=2[NH2:27])[C:9](=[O:13])[O:10][CH2:11][CH3:12])=[CH:4][CH:3]=1. (3) Given the reactants [CH3:1][O:2][C:3]([C:5]1[C:14]2[C:9](=[CH:10][C:11]([OH:15])=[CH:12][CH:13]=2)[CH:8]=[CH:7][CH:6]=1)=[O:4].Cl[C:17]1[CH:22]=[C:21]([CH2:23][O:24][CH3:25])[N:20]=[CH:19][N:18]=1.[O-]P([O-])([O-])=O.[K+].[K+].[K+], predict the reaction product. The product is: [CH3:1][O:2][C:3]([C:5]1[C:14]2[C:9](=[CH:10][C:11]([O:15][C:17]3[CH:22]=[C:21]([CH2:23][O:24][CH3:25])[N:20]=[CH:19][N:18]=3)=[CH:12][CH:13]=2)[CH:8]=[CH:7][CH:6]=1)=[O:4]. (4) The product is: [ClH:1].[OH:27][C:26]([C:34]1[CH:39]=[CH:38][CH:37]=[CH:36][CH:35]=1)([C:20]1[CH:21]=[CH:22][CH:23]=[CH:24][CH:25]=1)[CH:28]1[CH2:33][CH2:32][N:31]([CH2:2][CH2:3][CH2:4][C:5]([C:7]2[CH:12]=[CH:11][C:10]([C:13]([CH3:19])([CH3:18])[C:14]([O:16][CH3:17])=[O:15])=[CH:9][CH:8]=2)=[O:6])[CH2:30][CH2:29]1. Given the reactants [Cl:1][CH2:2][CH2:3][CH2:4][C:5]([C:7]1[CH:12]=[CH:11][C:10]([C:13]([CH3:19])([CH3:18])[C:14]([O:16][CH3:17])=[O:15])=[CH:9][CH:8]=1)=[O:6].[C:20]1([C:26]([C:34]2[CH:39]=[CH:38][CH:37]=[CH:36][CH:35]=2)([CH:28]2[CH2:33][CH2:32][NH:31][CH2:30][CH2:29]2)[OH:27])[CH:25]=[CH:24][CH:23]=[CH:22][CH:21]=1, predict the reaction product. (5) Given the reactants [Cl:1][C:2]1[CH:3]=[C:4]([C:12]2[O:16][N:15]=[C:14]([C:17]3[CH:18]=[CH:19][C:20]([CH2:26][CH2:27][C:28]([O:30]CC)=[O:29])=[C:21]4[C:25]=3[NH:24][CH:23]=[CH:22]4)[N:13]=2)[CH:5]=[CH:6][C:7]=1[O:8][CH:9]([CH3:11])[CH3:10].[OH-].[Na+].Cl, predict the reaction product. The product is: [Cl:1][C:2]1[CH:3]=[C:4]([C:12]2[O:16][N:15]=[C:14]([C:17]3[CH:18]=[CH:19][C:20]([CH2:26][CH2:27][C:28]([OH:30])=[O:29])=[C:21]4[C:25]=3[NH:24][CH:23]=[CH:22]4)[N:13]=2)[CH:5]=[CH:6][C:7]=1[O:8][CH:9]([CH3:11])[CH3:10]. (6) Given the reactants [NH2:1][C:2]1[CH:7]=[CH:6][C:5]([C:8]2[N:9]([CH2:21][CH3:22])[C:10]3[C:15]([C:16]=2[C:17]#[N:18])=[CH:14][CH:13]=[C:12]([O:19][CH3:20])[CH:11]=3)=[CH:4][CH:3]=1.C(N(CC)CC)C.[C:30](Cl)(=[O:32])[CH3:31], predict the reaction product. The product is: [C:17]([C:16]1[C:15]2[C:10](=[CH:11][C:12]([O:19][CH3:20])=[CH:13][CH:14]=2)[N:9]([CH2:21][CH3:22])[C:8]=1[C:5]1[CH:4]=[CH:3][C:2]([NH:1][C:30](=[O:32])[CH3:31])=[CH:7][CH:6]=1)#[N:18].